This data is from Full USPTO retrosynthesis dataset with 1.9M reactions from patents (1976-2016). The task is: Predict the reactants needed to synthesize the given product. (1) Given the product [CH:14]1([CH:2]([NH:20][C:21]2[CH:22]=[CH:23][C:24]([C:27]([N:29]([CH3:37])[CH2:30][CH2:31][C:32]([OH:34])=[O:33])=[O:28])=[CH:25][CH:26]=2)[C:3]2[C:7]3[CH:8]=[CH:9][CH:10]=[CH:11][C:6]=3[O:5][C:4]=2[CH2:12][CH3:13])[CH2:19][CH2:18][CH2:17][CH2:16][CH2:15]1, predict the reactants needed to synthesize it. The reactants are: Cl[CH:2]([CH:14]1[CH2:19][CH2:18][CH2:17][CH2:16][CH2:15]1)[C:3]1[C:7]2[CH:8]=[CH:9][CH:10]=[CH:11][C:6]=2[O:5][C:4]=1[CH2:12][CH3:13].[NH2:20][C:21]1[CH:26]=[CH:25][C:24]([C:27]([N:29]([CH3:37])[CH2:30][CH2:31][C:32]([O:34]CC)=[O:33])=[O:28])=[CH:23][CH:22]=1. (2) Given the product [CH3:1][O:2][C:3]([C:5]1[N:6]=[C:7]([C:32]#[N:33])[C:8]2[C:13]([C:14]=1[OH:15])=[CH:12][CH:11]=[C:10]([O:16][C:17]1[CH:22]=[CH:21][CH:20]=[CH:19][CH:18]=1)[CH:9]=2)=[O:4], predict the reactants needed to synthesize it. The reactants are: [CH3:1][O:2][C:3]([C:5]1[N:6]=[C:7](Br)[C:8]2[C:13]([C:14]=1[OH:15])=[CH:12][CH:11]=[C:10]([O:16][C:17]1[CH:22]=[CH:21][CH:20]=[CH:19][CH:18]=1)[CH:9]=2)=[O:4].O.CCOC(C)=O.Cl.[CH3:32][N:33]1CCCC1=O. (3) Given the product [Cl:11][C:12]1[CH:13]=[C:14]([C:18]#[C:19][C:20]2[CH2:24][C:23]3([C:32]4[C:27](=[CH:28][CH:29]=[CH:30][CH:31]=4)[C:26](=[O:33])[CH2:25]3)[O:22][N:21]=2)[CH:15]=[CH:16][CH:17]=1, predict the reactants needed to synthesize it. The reactants are: C(Cl)(=O)C(Cl)=O.CS(C)=O.[Cl:11][C:12]1[CH:13]=[C:14]([C:18]#[C:19][C:20]2[CH2:24][C:23]3([C:32]4[C:27](=[CH:28][CH:29]=[CH:30][CH:31]=4)[CH:26]([OH:33])[CH2:25]3)[O:22][N:21]=2)[CH:15]=[CH:16][CH:17]=1. (4) Given the product [F:3][C:4]1[C:9]([F:10])=[CH:8][C:7]([F:11])=[CH:6][C:5]=1[C:12]#[C:13][CH2:14][N:15]1[CH2:20][CH2:19][C@@H:18]([CH2:21][CH2:22][CH:23]([NH2:36])[C:24]2[C:33]3[C:28](=[CH:29][CH:30]=[C:31]([O:34][CH3:35])[CH:32]=3)[N:27]=[CH:26][CH:25]=2)[C@@H:17]([C:38]([O:40][CH3:41])=[O:39])[CH2:16]1, predict the reactants needed to synthesize it. The reactants are: [BH4-].[Na+].[F:3][C:4]1[C:9]([F:10])=[CH:8][C:7]([F:11])=[CH:6][C:5]=1[C:12]#[C:13][CH2:14][N:15]1[CH2:20][CH2:19][C@@H:18]([CH2:21][CH2:22][C:23](=[N:36]O)[C:24]2[C:33]3[C:28](=[CH:29][CH:30]=[C:31]([O:34][CH3:35])[CH:32]=3)[N:27]=[CH:26][CH:25]=2)[C@@H:17]([C:38]([O:40][CH3:41])=[O:39])[CH2:16]1.